The task is: Predict which catalyst facilitates the given reaction.. This data is from Catalyst prediction with 721,799 reactions and 888 catalyst types from USPTO. (1) Reactant: F[C:2]1[CH:3]=[C:4]([N:11]2[CH:16]=[CH:15][CH:14]=[CH:13][C:12]2=[O:17])[CH:5]=[CH:6][C:7]=1[N+:8]([O-:10])=[O:9].[N:18]1([CH2:24][CH2:25][OH:26])[CH2:23][CH2:22][CH2:21][CH2:20][CH2:19]1.[H-].[Na+].O. Product: [N+:8]([C:7]1[CH:6]=[CH:5][C:4]([N:11]2[CH:16]=[CH:15][CH:14]=[CH:13][C:12]2=[O:17])=[CH:3][C:2]=1[O:26][CH2:25][CH2:24][N:18]1[CH2:23][CH2:22][CH2:21][CH2:20][CH2:19]1)([O-:10])=[O:9]. The catalyst class is: 49. (2) Reactant: [N:1]([C@H:4]1[CH2:9][C@H:8]2[C@H:10]3[C@H:19]([CH2:20][CH2:21][C@:6]2([CH3:7])[C@H:5]1[OH:24])[C:18]1[CH:17]=[CH:16][C:15]([O:22][CH3:23])=[CH:14][C:13]=1[CH2:12][CH2:11]3)=[N+]=[N-].O.NN. Product: [NH2:1][C@H:4]1[CH2:9][C@H:8]2[C@H:10]3[C@H:19]([CH2:20][CH2:21][C@:6]2([CH3:7])[C@H:5]1[OH:24])[C:18]1[CH:17]=[CH:16][C:15]([O:22][CH3:23])=[CH:14][C:13]=1[CH2:12][CH2:11]3. The catalyst class is: 227. (3) Reactant: [Br:1][C:2]1[CH:7]=[C:6]([F:8])[C:5]([NH2:9])=[CH:4][C:3]=1[N:10](C(OCC)=O)[S:11]([CH2:14][CH3:15])(=[O:13])=[O:12].[OH-].[Na+].Cl. Product: [Br:1][C:2]1[CH:7]=[C:6]([F:8])[C:5]([NH2:9])=[CH:4][C:3]=1[NH:10][S:11]([CH2:14][CH3:15])(=[O:13])=[O:12]. The catalyst class is: 6.